Task: Binary Classification. Given a drug SMILES string, predict its activity (active/inactive) in a high-throughput screening assay against a specified biological target.. Dataset: HIV replication inhibition screening data with 41,000+ compounds from the AIDS Antiviral Screen The compound is COc1cc(C2c3cc4c(cc3OC(N3CCCCC3)C2C)OCO4)cc(OC)c1OC. The result is 0 (inactive).